From a dataset of Catalyst prediction with 721,799 reactions and 888 catalyst types from USPTO. Predict which catalyst facilitates the given reaction. (1) The catalyst class is: 1. Reactant: [CH3:1][S:2]([N:5]1[CH2:10][CH2:9][N:8]([CH2:11][C:12]2[CH:13]=[CH:14][C:15]([N+:33]([O-:35])=[O:34])=[C:16]([CH2:18][CH:19]([C:21]3[C:22]([O:31][CH3:32])=[N:23][C:24]4[C:29]([CH:30]=3)=[CH:28][CH:27]=[CH:26][CH:25]=4)O)[CH:17]=2)[CH2:7][CH2:6]1)(=[O:4])=[O:3].FC(F)(F)C(O)=O.C1CCN2C(=NCCC2)CC1. Product: [CH3:1][S:2]([N:5]1[CH2:6][CH2:7][N:8]([CH2:11][C:12]2[CH:13]=[CH:14][C:15]([N+:33]([O-:35])=[O:34])=[C:16](/[CH:18]=[CH:19]/[C:21]3[C:22]([O:31][CH3:32])=[N:23][C:24]4[C:29]([CH:30]=3)=[CH:28][CH:27]=[CH:26][CH:25]=4)[CH:17]=2)[CH2:9][CH2:10]1)(=[O:4])=[O:3]. (2) Reactant: [Cl:1][C:2]1[CH:10]=[C:9]2[C:5]([C:6]([S:18][C:19]3[CH:20]=[C:21]([B:25]4[O:33]C(C)(C)C(C)(C)[O:26]4)[CH:22]=[CH:23][CH:24]=3)=[C:7]([CH3:17])[N:8]2[C:11]2[CH:12]=[N:13][CH:14]=[CH:15][CH:16]=2)=[CH:4][CH:3]=1.[OH-].[Na+]. Product: [Cl:1][C:2]1[CH:10]=[C:9]2[C:5]([C:6]([S:18][C:19]3[CH:20]=[C:21]([B:25]([OH:33])[OH:26])[CH:22]=[CH:23][CH:24]=3)=[C:7]([CH3:17])[N:8]2[C:11]2[CH:12]=[N:13][CH:14]=[CH:15][CH:16]=2)=[CH:4][CH:3]=1. The catalyst class is: 36. (3) Reactant: [Cl:1][C:2]1[N:3]=[C:4]([N:11]2[CH2:16][CH2:15][O:14][CH2:13][CH2:12]2)[C:5]2[N:10]=[CH:9][S:8][C:6]=2[N:7]=1.C([Li])CCC.[I:22]I. Product: [Cl:1][C:2]1[N:3]=[C:4]([N:11]2[CH2:12][CH2:13][O:14][CH2:15][CH2:16]2)[C:5]2[N:10]=[C:9]([I:22])[S:8][C:6]=2[N:7]=1. The catalyst class is: 1.